This data is from Catalyst prediction with 721,799 reactions and 888 catalyst types from USPTO. The task is: Predict which catalyst facilitates the given reaction. (1) Reactant: [CH:1]([C:4]1[C:5]([O:29]COC)=[CH:6][C:7]([O:25]COC)=[C:8]([C:10]2[N:14]([C:15]3[CH:20]=[CH:19][C:18]([O:21][CH3:22])=[CH:17][CH:16]=3)[C:13](SC)=[N:12][N:11]=2)[CH:9]=1)([CH3:3])[CH3:2].ClC1C=CC=C(C(OO)=[O:41])C=1.S([O-])([O-])=O.[K+].[K+]. Product: [OH:25][C:7]1[CH:6]=[C:5]([OH:29])[C:4]([CH:1]([CH3:2])[CH3:3])=[CH:9][C:8]=1[C:10]1[N:14]([C:15]2[CH:16]=[CH:17][C:18]([O:21][CH3:22])=[CH:19][CH:20]=2)[C:13](=[O:41])[NH:12][N:11]=1. The catalyst class is: 2. (2) Product: [Cl:8][C:7]1[CH:6]=[CH:5][C:4]([O:9][C@H:30]([CH3:32])[C:29]([O:34][CH3:35])=[O:33])=[CH:3][C:2]=1[CH3:1]. Reactant: [CH3:1][C:2]1[CH:3]=[C:4]([OH:9])[CH:5]=[CH:6][C:7]=1[Cl:8].C1(P(C2C=CC=CC=2)C2C=CC=CC=2)C=CC=CC=1.[C:29]([O:34][CH3:35])(=[O:33])[C@H:30]([CH3:32])O.CCOC(/N=N/C(OCC)=O)=O. The catalyst class is: 2.